Predict the product of the given reaction. From a dataset of Forward reaction prediction with 1.9M reactions from USPTO patents (1976-2016). (1) The product is: [CH:28]1([O:27][C:25](=[O:26])[NH:1][C:2]2[C:3]([C:7]3[NH:23][C:10]4=[CH:11][C:12]5[C:13]([CH3:22])([CH3:21])[C:14](=[O:20])[N:15]([CH2:18][CH3:19])[C:16]=5[CH:17]=[C:9]4[N:8]=3)=[N:4][NH:5][CH:6]=2)[CH2:32][CH2:31][CH2:30][CH2:29]1. Given the reactants [NH2:1][C:2]1[C:3]([C:7]2[NH:23][C:10]3=[CH:11][C:12]4[C:13]([CH3:22])([CH3:21])[C:14](=[O:20])[N:15]([CH2:18][CH3:19])[C:16]=4[CH:17]=[C:9]3[N:8]=2)=[N:4][NH:5][CH:6]=1.Cl[C:25]([O:27][CH:28]1[CH2:32][CH2:31][CH2:30][CH2:29]1)=[O:26], predict the reaction product. (2) Given the reactants N(C(OC(C)C)=O)=NC(OC(C)C)=O.[Br:15][C:16]1[CH:17]=[C:18]([OH:22])[CH:19]=[CH:20][CH:21]=1.[O:23]1[CH2:27][CH2:26][CH2:25][C@H:24]1[CH2:28]O.C1(P(C2C=CC=CC=2)C2C=CC=CC=2)C=CC=CC=1, predict the reaction product. The product is: [Br:15][C:16]1[CH:17]=[C:18]([CH:19]=[CH:20][CH:21]=1)[O:22][CH2:28][C@@H:24]1[CH2:25][CH2:26][CH2:27][O:23]1. (3) Given the reactants [CH2:1]([C:3]1[CH:8]=[CH:7][C:6]([CH:9]([C:11]2[CH:16]=[CH:15][N:14]=[CH:13][C:12]=2[O:17]COCC[Si](C)(C)C)[OH:10])=[CH:5][CH:4]=1)[CH3:2].O1CCCC1.O.C1(C)C=CC(S(O)(=O)=O)=CC=1.C(=O)(O)[O-].[Na+], predict the reaction product. The product is: [CH2:1]([C:3]1[CH:4]=[CH:5][C:6]([CH:9]([C:11]2[CH:16]=[CH:15][N:14]=[CH:13][C:12]=2[OH:17])[OH:10])=[CH:7][CH:8]=1)[CH3:2]. (4) Given the reactants C(C1N=C(N2CCC(F)(F)C2)C2N=NN(CC)C=2N=1)(C)(C)C.[C:23]([C:27]1[N:28]=[C:29]([N:36]2[CH2:40][CH2:39][C:38]([F:42])([F:41])[CH2:37]2)[C:30]2[N:35]=[N:34][NH:33][C:31]=2[N:32]=1)([CH3:26])([CH3:25])[CH3:24].Br.Br[CH2:45][C:46]([C:48]1[CH:53]=[CH:52][N:51]=[CH:50][CH:49]=1)=[O:47], predict the reaction product. The product is: [C:23]([C:27]1[N:28]=[C:29]([N:36]2[CH2:40][CH2:39][C:38]([F:41])([F:42])[CH2:37]2)[C:30]2[N:35]=[N:34][N:33]([CH2:45][C:46]([C:48]3[CH:53]=[CH:52][N:51]=[CH:50][CH:49]=3)=[O:47])[C:31]=2[N:32]=1)([CH3:26])([CH3:24])[CH3:25]. (5) Given the reactants Br[C:2]1[N:7]=[CH:6][C:5](/[CH:8]=[CH:9]/[C:10]([O:12][CH2:13][CH3:14])=[O:11])=[CH:4][C:3]=1[CH3:15].C(=O)([O-])[O-].[Cs+].[Cs+].[CH2:22]([N:29]1[CH2:33][CH2:32][C@@H:31]([NH2:34])[CH2:30]1)[C:23]1[CH:28]=[CH:27][CH:26]=[CH:25][CH:24]=1, predict the reaction product. The product is: [CH2:22]([N:29]1[CH2:33][CH2:32][C@@H:31]([NH:34][C:2]2[N:7]=[CH:6][C:5](/[CH:8]=[CH:9]/[C:10]([O:12][CH2:13][CH3:14])=[O:11])=[CH:4][C:3]=2[CH3:15])[CH2:30]1)[C:23]1[CH:24]=[CH:25][CH:26]=[CH:27][CH:28]=1. (6) Given the reactants [C:1]([O:5][C:6]([N:8]1[CH2:12][CH2:11][CH2:10][CH:9]1[C:13](=O)N(OC)C)=[O:7])([CH3:4])([CH3:3])[CH3:2].[CH3:19]C(C[AlH]CC(C)C)C.CCCCCCC.C/C(/[O-])=C(/P(OC)(OC)=O)\[N+]#N.C([O-])([O-])=O.[K+].[K+].[C@H](O)(C([O-])=O)[C@@H](O)C([O-])=O.[Na+].[K+], predict the reaction product. The product is: [C:6]([N:8]1[CH2:12][CH2:11][CH2:10][CH:9]1[C:13]#[CH:19])([O:5][C:1]([CH3:4])([CH3:3])[CH3:2])=[O:7]. (7) The product is: [Cl:1][C:2]1[CH:29]=[CH:28][C:27]([CH2:30][CH:31]=[O:32])=[CH:26][C:3]=1[CH2:4][N:5]1[CH2:6][CH2:7][C:8]2([O:13][CH2:12][CH2:11][N:10]([C:14]([C:16]3[N:17]=[C:18]([CH:21]([CH3:22])[CH3:23])[S:19][CH:20]=3)=[O:15])[CH2:9]2)[CH2:24][CH2:25]1. Given the reactants [Cl:1][C:2]1[CH:29]=[CH:28][C:27]([CH2:30][CH2:31][OH:32])=[CH:26][C:3]=1[CH2:4][N:5]1[CH2:25][CH2:24][C:8]2([O:13][CH2:12][CH2:11][N:10]([C:14]([C:16]3[N:17]=[C:18]([CH:21]([CH3:23])[CH3:22])[S:19][CH:20]=3)=[O:15])[CH2:9]2)[CH2:7][CH2:6]1.FC(F)(F)C(O)=O.CC(OI1(OC(C)=O)(OC(C)=O)OC(=O)C2C=CC=CC1=2)=O, predict the reaction product.